This data is from Forward reaction prediction with 1.9M reactions from USPTO patents (1976-2016). The task is: Predict the product of the given reaction. Given the reactants [O-]CC.[Na+].Cl.[CH:6]1([NH:11][C:12]([NH2:14])=[NH:13])[CH2:10][CH2:9][CH2:8][CH2:7]1.[Cl:15][C:16]1[CH:21]=[CH:20][N:19]2[N:22]=[C:23]([C:29]3[CH:34]=[CH:33][C:32]([O:35][CH3:36])=[CH:31][CH:30]=3)[C:24]([C:25](=O)[C:26]#[CH:27])=[C:18]2[CH:17]=1, predict the reaction product. The product is: [Cl:15][C:16]1[CH:21]=[CH:20][N:19]2[N:22]=[C:23]([C:29]3[CH:30]=[CH:31][C:32]([O:35][CH3:36])=[CH:33][CH:34]=3)[C:24]([C:25]3[CH:26]=[CH:27][N:14]=[C:12]([NH:11][CH:6]4[CH2:10][CH2:9][CH2:8][CH2:7]4)[N:13]=3)=[C:18]2[CH:17]=1.